From a dataset of Reaction yield outcomes from USPTO patents with 853,638 reactions. Predict the reaction yield, written as a fraction of the theoretical maximum amount of product (1.0 means a 100% yield; for example, 0.34 means a 34% yield). The reactants are [C:1]([N:8]1[CH2:15][CH2:14][CH2:13][C@@H:9]1[C:10]([OH:12])=O)([O:3][C:4]([CH3:7])([CH3:6])[CH3:5])=[O:2].[CH2:16]([CH:23]1[CH2:28][CH2:27][NH:26][CH2:25][CH2:24]1)[C:17]1[CH:22]=[CH:21][CH:20]=[CH:19][CH:18]=1.C1C=CC2N(O)N=NC=2C=1.C(Cl)CCl. The catalyst is ClCCl. The product is [C:4]([O:3][C:1]([N:8]1[CH2:15][CH2:14][CH2:13][C@@H:9]1[C:10]([N:26]1[CH2:27][CH2:28][CH:23]([CH2:16][C:17]2[CH:22]=[CH:21][CH:20]=[CH:19][CH:18]=2)[CH2:24][CH2:25]1)=[O:12])=[O:2])([CH3:5])([CH3:6])[CH3:7]. The yield is 0.580.